This data is from Full USPTO retrosynthesis dataset with 1.9M reactions from patents (1976-2016). The task is: Predict the reactants needed to synthesize the given product. (1) Given the product [CH2:16]([O:15][C:13](=[O:14])[CH2:12][O:6][CH2:5][C:4]1[CH:7]=[CH:8][CH:9]=[C:2]([CH3:1])[CH:3]=1)[CH3:17], predict the reactants needed to synthesize it. The reactants are: [CH3:1][C:2]1[CH:3]=[C:4]([CH:7]=[CH:8][CH:9]=1)[CH2:5][OH:6].[N+](=[CH:12][C:13]([O:15][CH2:16][CH3:17])=[O:14])=[N-]. (2) The reactants are: Br[CH2:2][CH2:3][O:4][C:5]1[CH:11]=[CH:10][C:8]([NH2:9])=[C:7]([N+:12]([O-:14])=[O:13])[CH:6]=1.[CH3:15][NH:16][CH3:17]. Given the product [CH3:15][N:16]([CH3:17])[CH2:2][CH2:3][O:4][C:5]1[CH:11]=[CH:10][C:8]([NH2:9])=[C:7]([N+:12]([O-:14])=[O:13])[CH:6]=1, predict the reactants needed to synthesize it. (3) Given the product [C:5]([C:4]1[CH:3]=[C:2]2[C:7](=[CH:9][CH:10]=1)[NH:6][N:19]=[CH:18]2)#[N:8], predict the reactants needed to synthesize it. The reactants are: Br[C:2]1[CH:3]=[C:4]2[CH:10]=[CH:9][N:8]([Si](C(C)(C)C)(C)C)[C:5]2=[N:6][CH:7]=1.[C-:18]#[N:19].[K+]. (4) Given the product [CH3:31][N:18]1[C:14]2[C:15]3[CH:16]=[CH:17][N:8]=[CH:9][C:10]=3[CH2:11][CH2:12][C:13]=2[C:20]([C:21]([NH2:22])=[O:23])=[C:19]1[C:24]1[CH:29]=[CH:28][CH:27]=[CH:26][C:25]=1[CH3:30], predict the reactants needed to synthesize it. The reactants are: C([N+:8]1[CH:17]=[CH:16][C:15]2[C:14]3[N:18]([CH3:31])[C:19]([C:24]4[CH:29]=[CH:28][CH:27]=[CH:26][C:25]=4[CH3:30])=[C:20]([C:21](=[O:23])[NH2:22])[C:13]=3[CH2:12][CH2:11][C:10]=2[CH:9]=1)C1C=CC=CC=1.[Br-].CC(C)([O-])C.[K+]. (5) Given the product [NH:7]1[C:11]2[CH:12]=[CH:13][C:14]([CH:16]=[O:17])=[CH:15][C:10]=2[N:9]=[CH:8]1, predict the reactants needed to synthesize it. The reactants are: [H-].[H-].[H-].[H-].[Li+].[Al+3].[N:7]1[C:11]2[CH:12]=[CH:13][C:14]([C:16](O)=[O:17])=[CH:15][C:10]=2[NH:9][CH:8]=1. (6) Given the product [Br:1][C:2]1[CH:3]=[C:4]([O:9][CH2:10][CH2:13][OH:14])[C:5]([Cl:8])=[N:6][CH:7]=1, predict the reactants needed to synthesize it. The reactants are: [Br:1][C:2]1[CH:3]=[C:4]([O:9][CH3:10])[C:5]([Cl:8])=[N:6][CH:7]=1.BrC[CH2:13][OH:14]. (7) Given the product [O:24]1[C:25]2([CH2:30][CH2:29][CH:28]([C:31]([O:33][CH2:34][CH3:35])=[O:32])[CH2:27][CH2:26]2)[CH2:1]1, predict the reactants needed to synthesize it. The reactants are: [CH2:1](N1CCN2CCN(CC(C)C)P1N(CC(C)C)CC2)C(C)C.[O:24]=[C:25]1[CH2:30][CH2:29][CH:28]([C:31]([O:33][CH2:34][CH3:35])=[O:32])[CH2:27][CH2:26]1.[I-].C[S+](C)C.CCOCC. (8) Given the product [Cl:2][C:3]1[C:11]([O:12][CH2:13][CH2:14][CH2:15][NH:16][C:29](=[O:30])[NH:28][CH2:26][CH3:27])=[CH:10][C:9]([I:17])=[C:8]2[C:4]=1[CH2:5][NH:6][C:7]2=[O:18], predict the reactants needed to synthesize it. The reactants are: Cl.[Cl:2][C:3]1[C:11]([O:12][CH2:13][CH2:14][CH2:15][NH2:16])=[CH:10][C:9]([I:17])=[C:8]2[C:4]=1[CH2:5][NH:6][C:7]2=[O:18].C(N(CC)CC)C.[CH2:26]([N:28]=[C:29]=[O:30])[CH3:27]. (9) Given the product [OH:30][C:26]1[CH:25]=[C:24]([NH:23][C:2]2[O:3][C:4]([C:7]3[N:8]([C:16]([O:18][C:19]([CH3:22])([CH3:21])[CH3:20])=[O:17])[C:9]4[C:14]([CH:15]=3)=[CH:13][CH:12]=[CH:11][CH:10]=4)=[CH:5][N:6]=2)[CH:29]=[CH:28][CH:27]=1, predict the reactants needed to synthesize it. The reactants are: Cl[C:2]1[O:3][C:4]([C:7]2[N:8]([C:16]([O:18][C:19]([CH3:22])([CH3:21])[CH3:20])=[O:17])[C:9]3[C:14]([CH:15]=2)=[CH:13][CH:12]=[CH:11][CH:10]=3)=[CH:5][N:6]=1.[NH2:23][C:24]1[CH:25]=[C:26]([OH:30])[CH:27]=[CH:28][CH:29]=1. (10) The reactants are: [CH2:1]([C:4]1[CH:9]=[C:8]([C:10]([CH3:13])([CH3:12])[CH3:11])[CH:7]=[C:6]([C:14]([CH3:17])([CH3:16])[CH3:15])[CH:5]=1)[CH:2]=[CH2:3].C1C=C(Cl)C=C(C(OO)=[O:26])C=1. Given the product [C:10]([C:8]1[CH:9]=[C:4]([CH:5]=[C:6]([C:14]([CH3:17])([CH3:16])[CH3:15])[CH:7]=1)[CH2:1][CH:2]1[CH2:3][O:26]1)([CH3:13])([CH3:12])[CH3:11], predict the reactants needed to synthesize it.